From a dataset of Forward reaction prediction with 1.9M reactions from USPTO patents (1976-2016). Predict the product of the given reaction. (1) Given the reactants [OH:1][C:2]([CH3:26])([CH3:25])[CH2:3][C:4]1[CH:5]=[C:6]([CH:22]=[CH:23][CH:24]=1)[O:7][C:8]1[CH2:12][N:11]([C@@H:13]([CH2:17][CH:18]([CH3:20])[CH3:19])[C:14]([OH:16])=O)[C:10](=[O:21])[CH:9]=1.Cl.[OH:28][C@@H:29]([CH2:59]O)[CH2:30][N:31]1[CH:35]=[CH:34][C:33]([NH:36]C(=O)[C@@H](N2CC(OC3C=CC=C(Cl)C=3Cl)=CC2=O)CC(C)C)=[N:32]1.[CH:61](N(CC)C(C)C)(C)C.F[P-](F)(F)(F)(F)F.N1(O[P+](N(C)C)(N(C)C)N(C)C)C2C=CC=CC=2N=N1, predict the reaction product. The product is: [OH:28][C:29]([CH3:59])([CH3:61])[CH2:30][N:31]1[CH:35]=[CH:34][C:33]([NH:36][C:14](=[O:16])[C@@H:13]([N:11]2[CH2:12][C:8]([O:7][C:6]3[CH:22]=[CH:23][CH:24]=[C:4]([CH2:3][C:2]([OH:1])([CH3:26])[CH3:25])[CH:5]=3)=[CH:9][C:10]2=[O:21])[CH2:17][CH:18]([CH3:20])[CH3:19])=[N:32]1. (2) The product is: [Cl:1][C:2]1[N:7]=[C:6]([S:25][C:22]2[CH:23]=[CH:24][C:19]([NH2:18])=[CH:20][CH:21]=2)[CH:5]=[CH:4][N:3]=1. Given the reactants [Cl:1][C:2]1[N:7]=[C:6](Cl)[CH:5]=[CH:4][N:3]=1.C(N(CC)C(C)C)(C)C.[NH2:18][C:19]1[CH:24]=[CH:23][C:22]([SH:25])=[CH:21][CH:20]=1, predict the reaction product. (3) The product is: [C:40]([C:39]1[CH:42]=[CH:43][CH:44]=[CH:45][C:38]=1[N:33]1[C:34]2[C:30](=[C:29]([CH2:28][N:15]3[C:14](=[O:24])[C@@H:13]([NH:12][C:11](=[O:25])[C@@H:10]([NH:2][CH3:3])[CH3:26])[CH2:19][O:18][C:17]4[CH:20]=[CH:21][CH:22]=[CH:23][C:16]3=4)[CH:37]=[CH:36][CH:35]=2)[CH:31]=[CH:32]1)#[N:41]. Given the reactants C[N:2]([C@@H:10]([CH3:26])[C:11](=[O:25])[NH:12][C@H:13]1[CH2:19][O:18][C:17]2[CH:20]=[CH:21][CH:22]=[CH:23][C:16]=2[NH:15][C:14]1=[O:24])[C:3](=O)OC(C)(C)C.O[CH2:28][C:29]1[CH:37]=[CH:36][CH:35]=[C:34]2[C:30]=1[CH:31]=[CH:32][N:33]2[C:38]1[CH:45]=[CH:44][CH:43]=[CH:42][C:39]=1[C:40]#[N:41], predict the reaction product. (4) Given the reactants [F:1][C:2]([F:8])([F:7])[CH2:3][CH:4]1[CH2:6][O:5]1.[CH3:9][NH2:10].CCO, predict the reaction product. The product is: [F:1][C:2]([F:8])([F:7])[CH2:3][CH:4]([OH:5])[CH2:6][NH:10][CH3:9]. (5) Given the reactants [F:1][C:2]1[CH:3]=[C:4]([S:8]([CH2:11][CH2:12]O)(=[O:10])=[O:9])[CH:5]=[CH:6][CH:7]=1.CCN(CC)CC.CS(Cl)(=O)=O.C([O-])([O-])=O.[K+].[K+].[SH:32][C:33]1[N:47]=[CH:46][CH:45]=[CH:44][C:34]=1[C:35]([NH:37][CH2:38][C:39]1[S:40][CH:41]=[CH:42][CH:43]=1)=[O:36], predict the reaction product. The product is: [F:1][C:2]1[CH:3]=[C:4]([S:8]([CH2:11][CH2:12][S:32][C:33]2[N:47]=[CH:46][CH:45]=[CH:44][C:34]=2[C:35]([NH:37][CH2:38][C:39]2[S:40][CH:41]=[CH:42][CH:43]=2)=[O:36])(=[O:9])=[O:10])[CH:5]=[CH:6][CH:7]=1.